This data is from Full USPTO retrosynthesis dataset with 1.9M reactions from patents (1976-2016). The task is: Predict the reactants needed to synthesize the given product. (1) Given the product [CH3:17][O:18][C:19]1[CH:20]=[C:21]([NH:22][C:2]2[N:7]=[C:6]([NH:8][C:9]3[CH:14]=[CH:13][CH:12]=[C:11]([OH:15])[CH:10]=3)[C:5]([F:16])=[CH:4][N:3]=2)[CH:23]=[CH:24][C:25]=1[O:26][CH3:27], predict the reactants needed to synthesize it. The reactants are: Cl[C:2]1[N:7]=[C:6]([NH:8][C:9]2[CH:14]=[CH:13][CH:12]=[C:11]([OH:15])[CH:10]=2)[C:5]([F:16])=[CH:4][N:3]=1.[CH3:17][O:18][C:19]1[CH:20]=[C:21]([CH:23]=[CH:24][C:25]=1[O:26][CH3:27])[NH2:22]. (2) Given the product [C:1]12([C:11]3[CH:21]=[CH:20][C:14]([O:15][CH2:16][C:17]([NH:22][C:23]4[CH:24]=[C:25]([CH:29]=[CH:30][CH:31]=4)[C:26]([NH2:28])=[O:27])=[O:18])=[CH:13][CH:12]=3)[CH2:2][CH:3]3[CH2:9][CH:7]([CH2:6][CH:5]([CH2:4]3)[CH2:10]1)[CH2:8]2, predict the reactants needed to synthesize it. The reactants are: [C:1]12([C:11]3[CH:21]=[CH:20][C:14]([O:15][CH2:16][C:17](O)=[O:18])=[CH:13][CH:12]=3)[CH2:10][CH:5]3[CH2:6][CH:7]([CH2:9][CH:3]([CH2:4]3)[CH2:2]1)[CH2:8]2.[NH2:22][C:23]1[CH:24]=[C:25]([CH:29]=[CH:30][CH:31]=1)[C:26]([NH2:28])=[O:27].C1C=CC2N(O)N=NC=2C=1.CCN(C(C)C)C(C)C.